From a dataset of Peptide-MHC class II binding affinity with 134,281 pairs from IEDB. Regression. Given a peptide amino acid sequence and an MHC pseudo amino acid sequence, predict their binding affinity value. This is MHC class II binding data. (1) The binding affinity (normalized) is 1.00. The MHC is DRB1_1001 with pseudo-sequence DRB1_1001. The peptide sequence is EDLVRAYHAMSSTHE. (2) The peptide sequence is DVKFPGGGQIVGGVY. The MHC is HLA-DQA10301-DQB10302 with pseudo-sequence HLA-DQA10301-DQB10302. The binding affinity (normalized) is 0.0463. (3) The MHC is DRB1_1101 with pseudo-sequence DRB1_1101. The binding affinity (normalized) is 0. The peptide sequence is EVQLVESGGGLVQPG. (4) The peptide sequence is KECPFSNRVWNSFQI. The MHC is DRB1_0404 with pseudo-sequence DRB1_0404. The binding affinity (normalized) is 0.282. (5) The peptide sequence is TAKAPGLVPKLDAAY. The MHC is HLA-DPA10103-DPB10201 with pseudo-sequence HLA-DPA10103-DPB10201. The binding affinity (normalized) is 0.234. (6) The binding affinity (normalized) is 0.437. The MHC is DRB1_0405 with pseudo-sequence DRB1_0405. The peptide sequence is STQLIMPVPGILLTG. (7) The MHC is DRB1_1302 with pseudo-sequence DRB1_1302. The binding affinity (normalized) is 0.597. The peptide sequence is VLSYVIGLLPQDMVI. (8) The peptide sequence is AVDGRFAVPQILGDE. The MHC is DRB1_0701 with pseudo-sequence DRB1_0701. The binding affinity (normalized) is 0.279. (9) The peptide sequence is PFAATHNPWASQRF. The MHC is DRB1_0101 with pseudo-sequence DRB1_0101. The binding affinity (normalized) is 0.389.